Predict the reaction yield, written as a fraction of the theoretical maximum amount of product (1.0 means a 100% yield; for example, 0.34 means a 34% yield). From a dataset of Reaction yield outcomes from USPTO patents with 853,638 reactions. (1) The reactants are COC1C=CC([C:9]2(C)[CH:14]=[CH:13][C:12]([N:15]3[CH:19]=[CH:18][C:17]([CH2:20][CH:21]([C:24]4[CH:25]=[C:26]([CH3:30])[CH:27]=[CH:28][CH:29]=4)[C:22]#[N:23])=[N:16]3)=[CH:11][CH2:10]2)=CC=1.[N-:32]=[N+:33]=[N-:34].[Na+].[Cl-].[NH4+].CN([CH:41]=[O:42])C. The catalyst is O. The product is [CH3:41][O:42][C:9]1[CH:10]=[CH:11][C:12]([N:15]2[C:19]([C:27]3[CH:26]=[CH:25][C:24]([CH3:21])=[CH:29][CH:28]=3)=[CH:18][C:17]([CH2:20][CH:21]([C:22]3[NH:23][N:34]=[N:33][N:32]=3)[C:24]3[CH:25]=[C:26]([CH3:30])[CH:27]=[CH:28][CH:29]=3)=[N:16]2)=[CH:13][CH:14]=1. The yield is 0.200. (2) The reactants are [CH:1]([C:4]1[CH:9]=[CH:8][C:7]([C:10]2([CH3:23])[C:14]3[C:15]([CH3:22])=[C:16]([NH2:21])[C:17]([CH3:20])=[C:18]([CH3:19])[C:13]=3[O:12][CH2:11]2)=[CH:6][CH:5]=1)([CH3:3])[CH3:2]. The catalyst is C(OCC)(=O)C.CCCCCC. The product is [CH:1]([C:4]1[CH:9]=[CH:8][C:7]([C:10]2([CH3:23])[C:14]3[C:15]([CH3:22])=[C:16]([NH:21][C:13](=[O:12])[CH2:14][C:10]([CH3:23])([CH3:11])[CH3:7])[C:17]([CH3:20])=[C:18]([CH3:19])[C:13]=3[O:12][CH2:11]2)=[CH:6][CH:5]=1)([CH3:3])[CH3:2]. The yield is 0.370. (3) The reactants are [NH2:1][C:2]1[S:3][CH:4]=[CH:5][C:6]=1[C:7]([C:9]1[CH:18]=[CH:17][C:12]([C:13]([O:15][CH3:16])=[O:14])=[CH:11][CH:10]=1)=[O:8].[I-].[Na+].C(=O)=O.[CH3:24][C:25](C)=[O:26].[NH3:28]. The catalyst is O1CCCC1. The product is [NH2:28][CH2:24][C:25]([NH:1][C:2]1[S:3][CH:4]=[CH:5][C:6]=1[C:7]([C:9]1[CH:18]=[CH:17][C:12]([C:13]([O:15][CH3:16])=[O:14])=[CH:11][CH:10]=1)=[O:8])=[O:26]. The yield is 0.280. (4) The product is [Br:1][C:2]1[CH:9]=[CH:8][C:5]([CH2:6][N:11]2[CH2:15][CH2:14][C@@H:13]([OH:16])[CH2:12]2)=[C:4]([F:10])[CH:3]=1. The yield is 0.919. The catalyst is ClCCCl. The reactants are [Br:1][C:2]1[CH:9]=[CH:8][C:5]([CH:6]=O)=[C:4]([F:10])[CH:3]=1.[NH:11]1[CH2:15][CH2:14][C@@H:13]([OH:16])[CH2:12]1.C(O[BH-](OC(=O)C)OC(=O)C)(=O)C.[Na+]. (5) The reactants are C(P(C12CC3CC(CC(C3)C1)C2)C12CC3CC(CC(C3)C1)C2)CCC.Br[C:27]1[N:32]=[C:31]([NH:33][C:34]2[CH:39]=[C:38]([C:40]([F:43])([F:42])[F:41])[CH:37]=[CH:36][N:35]=2)[CH:30]=[C:29]([CH3:44])[CH:28]=1.[S:45]1[CH:49]=[CH:48][N:47]=[CH:46]1.C(=O)([O-])[O-].[K+].[K+].C(O)(=O)C(C)(C)C. The catalyst is CC(N(C)C)=O.[CH2-]C=C.[CH2-]C=C.Cl[Pd+].Cl[Pd+]. The product is [CH3:44][C:29]1[CH:28]=[C:27]([C:49]2[S:45][CH:46]=[N:47][CH:48]=2)[N:32]=[C:31]([NH:33][C:34]2[CH:39]=[C:38]([C:40]([F:43])([F:42])[F:41])[CH:37]=[CH:36][N:35]=2)[CH:30]=1. The yield is 0.430. (6) The reactants are [F:1][C:2]1[C:7]([O:8][CH2:9][CH2:10][O:11][CH3:12])=[CH:6][N:5]=[C:4]2[NH:13][CH:14]=[CH:15][C:3]=12.[N+:16]([O-])([OH:18])=[O:17]. No catalyst specified. The product is [F:1][C:2]1[C:7]([O:8][CH2:9][CH2:10][O:11][CH3:12])=[CH:6][N:5]=[C:4]2[NH:13][CH:14]=[C:15]([N+:16]([O-:18])=[O:17])[C:3]=12. The yield is 0.670.